From a dataset of NCI-60 drug combinations with 297,098 pairs across 59 cell lines. Regression. Given two drug SMILES strings and cell line genomic features, predict the synergy score measuring deviation from expected non-interaction effect. (1) Drug 1: CC1=CC2C(CCC3(C2CCC3(C(=O)C)OC(=O)C)C)C4(C1=CC(=O)CC4)C. Drug 2: CCCS(=O)(=O)NC1=C(C(=C(C=C1)F)C(=O)C2=CNC3=C2C=C(C=N3)C4=CC=C(C=C4)Cl)F. Cell line: UACC-257. Synergy scores: CSS=22.4, Synergy_ZIP=-1.87, Synergy_Bliss=-3.89, Synergy_Loewe=-39.1, Synergy_HSA=-5.82. (2) Drug 1: CCC1=CC2CC(C3=C(CN(C2)C1)C4=CC=CC=C4N3)(C5=C(C=C6C(=C5)C78CCN9C7C(C=CC9)(C(C(C8N6C)(C(=O)OC)O)OC(=O)C)CC)OC)C(=O)OC.C(C(C(=O)O)O)(C(=O)O)O. Drug 2: CNC(=O)C1=NC=CC(=C1)OC2=CC=C(C=C2)NC(=O)NC3=CC(=C(C=C3)Cl)C(F)(F)F. Cell line: M14. Synergy scores: CSS=48.1, Synergy_ZIP=5.13, Synergy_Bliss=7.05, Synergy_Loewe=-6.81, Synergy_HSA=8.69. (3) Drug 1: CC12CCC(CC1=CCC3C2CCC4(C3CC=C4C5=CN=CC=C5)C)O. Drug 2: CC1=C(C=C(C=C1)NC2=NC=CC(=N2)N(C)C3=CC4=NN(C(=C4C=C3)C)C)S(=O)(=O)N.Cl. Cell line: 786-0. Synergy scores: CSS=4.05, Synergy_ZIP=-2.15, Synergy_Bliss=0.880, Synergy_Loewe=-6.99, Synergy_HSA=0.341. (4) Drug 2: C1=NNC2=C1C(=O)NC=N2. Synergy scores: CSS=-0.176, Synergy_ZIP=0.206, Synergy_Bliss=-0.794, Synergy_Loewe=-3.97, Synergy_HSA=-2.78. Drug 1: CNC(=O)C1=NC=CC(=C1)OC2=CC=C(C=C2)NC(=O)NC3=CC(=C(C=C3)Cl)C(F)(F)F. Cell line: A498. (5) Drug 1: CC(C1=C(C=CC(=C1Cl)F)Cl)OC2=C(N=CC(=C2)C3=CN(N=C3)C4CCNCC4)N. Drug 2: CC1=C(C(=O)C2=C(C1=O)N3CC4C(C3(C2COC(=O)N)OC)N4)N. Cell line: K-562. Synergy scores: CSS=19.6, Synergy_ZIP=-6.05, Synergy_Bliss=-12.1, Synergy_Loewe=-26.9, Synergy_HSA=-11.6. (6) Drug 1: CCC1(CC2CC(C3=C(CCN(C2)C1)C4=CC=CC=C4N3)(C5=C(C=C6C(=C5)C78CCN9C7C(C=CC9)(C(C(C8N6C)(C(=O)OC)O)OC(=O)C)CC)OC)C(=O)OC)O.OS(=O)(=O)O. Drug 2: C1=CC=C(C(=C1)C(C2=CC=C(C=C2)Cl)C(Cl)Cl)Cl. Cell line: CCRF-CEM. Synergy scores: CSS=-2.19, Synergy_ZIP=3.22, Synergy_Bliss=4.62, Synergy_Loewe=-0.359, Synergy_HSA=-0.142. (7) Drug 1: CN1C(=O)N2C=NC(=C2N=N1)C(=O)N. Drug 2: C(CN)CNCCSP(=O)(O)O. Cell line: T-47D. Synergy scores: CSS=10.4, Synergy_ZIP=-1.30, Synergy_Bliss=3.93, Synergy_Loewe=2.20, Synergy_HSA=3.21.